This data is from TCR-epitope binding with 47,182 pairs between 192 epitopes and 23,139 TCRs. The task is: Binary Classification. Given a T-cell receptor sequence (or CDR3 region) and an epitope sequence, predict whether binding occurs between them. The epitope is ITEEVGHTDLMAAY. The TCR CDR3 sequence is CASSPDIEAFF. Result: 0 (the TCR does not bind to the epitope).